This data is from Catalyst prediction with 721,799 reactions and 888 catalyst types from USPTO. The task is: Predict which catalyst facilitates the given reaction. (1) The catalyst class is: 36. Reactant: [C:1]([CH2:3][C:4]1([N:8]2[CH2:13][CH2:12][CH:11]([N:14]([C@@H:21]3[CH2:23][C@H:22]3[C:24]3[CH:29]=[CH:28][CH:27]=[CH:26][CH:25]=3)C(=O)C(F)(F)F)[CH2:10][CH2:9]2)[CH2:7][NH:6][CH2:5]1)#[N:2].CCN(C(C)C)C(C)C.[C:39](Cl)(=[O:41])[CH3:40].[OH-].[Na+].O. Product: [C:39]([N:6]1[CH2:5][C:4]([CH2:3][C:1]#[N:2])([N:8]2[CH2:9][CH2:10][CH:11]([NH:14][C@@H:21]3[CH2:23][C@H:22]3[C:24]3[CH:25]=[CH:26][CH:27]=[CH:28][CH:29]=3)[CH2:12][CH2:13]2)[CH2:7]1)(=[O:41])[CH3:40]. (2) Reactant: [CH3:1][O:2][C:3]1[CH:12]=[C:11]([O:13][S:14]([C:17]([F:20])([F:19])[F:18])(=[O:16])=[O:15])[CH:10]=[CH:9][C:4]=1[C:5]([O:7]C)=[O:6].S(=O)(=O)(O)O.C(O)(=O)C. Product: [CH3:1][O:2][C:3]1[CH:12]=[C:11]([O:13][S:14]([C:17]([F:20])([F:18])[F:19])(=[O:16])=[O:15])[CH:10]=[CH:9][C:4]=1[C:5]([OH:7])=[O:6]. The catalyst class is: 6. (3) Reactant: C[O:2][C:3](=[O:20])[CH2:4][C:5]1[CH:10]=[CH:9][C:8]([C:11]2[N:15]=[C:14]([C:16]([F:19])([F:18])[F:17])[O:13][N:12]=2)=[CH:7][CH:6]=1.Cl. Product: [F:18][C:16]([F:17])([F:19])[C:14]1[O:13][N:12]=[C:11]([C:8]2[CH:7]=[CH:6][C:5]([CH2:4][C:3]([OH:20])=[O:2])=[CH:10][CH:9]=2)[N:15]=1. The catalyst class is: 1. (4) Reactant: [CH3:1][O:2][C:3]1[CH:4]=[C:5]2[C:10](=[C:11]3[CH2:15][C:14]([CH3:17])([CH3:16])[O:13][C:12]=13)[C:9]([C:18]1[CH:19]=[C:20]([CH:27]=[CH:28][CH:29]=1)[O:21][CH2:22][C:23]([O:25]C)=[O:24])=[N:8][C:7]([CH3:31])([CH3:30])[CH2:6]2.[OH-].[Na+].Cl. Product: [CH3:1][O:2][C:3]1[CH:4]=[C:5]2[C:10](=[C:11]3[CH2:15][C:14]([CH3:17])([CH3:16])[O:13][C:12]=13)[C:9]([C:18]1[CH:19]=[C:20]([CH:27]=[CH:28][CH:29]=1)[O:21][CH2:22][C:23]([OH:25])=[O:24])=[N:8][C:7]([CH3:31])([CH3:30])[CH2:6]2. The catalyst class is: 5.